Task: Predict the reaction yield, written as a fraction of the theoretical maximum amount of product (1.0 means a 100% yield; for example, 0.34 means a 34% yield).. Dataset: Reaction yield outcomes from USPTO patents with 853,638 reactions (1) The reactants are [Cl:1][C:2]1[CH:7]=[CH:6][CH:5]=[C:4]([Cl:8])[C:3]=1[C:9]#[C:10][Si](C)(C)C.C(=O)([O-])[O-].[K+].[K+]. The catalyst is CO.C(Cl)Cl. The product is [Cl:1][C:2]1[CH:7]=[CH:6][CH:5]=[C:4]([Cl:8])[C:3]=1[C:9]#[CH:10]. The yield is 0.570. (2) The reactants are C[O:2][C:3](=[O:45])[C:4]1[CH:9]=[CH:8][C:7]([O:10][CH2:11][CH2:12][CH2:13][O:14]/[N:15]=[CH:16]/[C:17]2[CH:22]=[C:21]([C:23]([F:26])([F:25])[F:24])[CH:20]=[C:19]([C:27]([F:30])([F:29])[F:28])[CH:18]=2)=[CH:6][C:5]=1[NH:31][C:32](=[O:44])[C:33]1[CH:38]=[CH:37][C:36]([O:39][C:40]([F:43])([F:42])[F:41])=[CH:35][CH:34]=1.CO.[OH-].[Li+].Cl. The catalyst is O1CCCC1. The product is [F:24][C:23]([F:25])([F:26])[C:21]1[CH:22]=[C:17](/[CH:16]=[N:15]/[O:14][CH2:13][CH2:12][CH2:11][O:10][C:7]2[CH:8]=[CH:9][C:4]([C:3]([OH:45])=[O:2])=[C:5]([NH:31][C:32](=[O:44])[C:33]3[CH:34]=[CH:35][C:36]([O:39][C:40]([F:43])([F:42])[F:41])=[CH:37][CH:38]=3)[CH:6]=2)[CH:18]=[C:19]([C:27]([F:30])([F:28])[F:29])[CH:20]=1. The yield is 0.610.